Dataset: Aqueous solubility values for 9,982 compounds from the AqSolDB database. Task: Regression/Classification. Given a drug SMILES string, predict its absorption, distribution, metabolism, or excretion properties. Task type varies by dataset: regression for continuous measurements (e.g., permeability, clearance, half-life) or binary classification for categorical outcomes (e.g., BBB penetration, CYP inhibition). For this dataset (solubility_aqsoldb), we predict Y. (1) The molecule is CCCCCC(=O)CC. The Y is -1.69 log mol/L. (2) The drug is CC(C)CN1CCOCC1. The Y is -0.709 log mol/L. (3) The compound is CN=C(NCC1CCOC1)N[N+](=O)[O-]. The Y is -0.569 log mol/L. (4) The molecule is C[N+](C)=C1OCCC1(c1ccccc1)c1ccccc1.[Br-]. The Y is -2.53 log mol/L. (5) The molecule is C[C@@H]1C[C@H]2[C@@H]3C[C@H](F)C4=CC(=O)C=C[C@]4(C)[C@H]3[C@@H](O)C[C@]2(C)[C@H]1C(=O)CO. The Y is -3.20 log mol/L. (6) The molecule is [Al+3].[Cl-].[Cl-].[Cl-]. The Y is -6.57 log mol/L. (7) The molecule is CC1=CC(=O)CC(C)(C)C1. The Y is -1.06 log mol/L.